Regression. Given two drug SMILES strings and cell line genomic features, predict the synergy score measuring deviation from expected non-interaction effect. From a dataset of NCI-60 drug combinations with 297,098 pairs across 59 cell lines. Drug 1: CC1=C(C=C(C=C1)NC(=O)C2=CC=C(C=C2)CN3CCN(CC3)C)NC4=NC=CC(=N4)C5=CN=CC=C5. Drug 2: CC1C(C(CC(O1)OC2CC(CC3=C2C(=C4C(=C3O)C(=O)C5=C(C4=O)C(=CC=C5)OC)O)(C(=O)CO)O)N)O.Cl. Cell line: HOP-92. Synergy scores: CSS=29.9, Synergy_ZIP=0.185, Synergy_Bliss=3.65, Synergy_Loewe=-16.6, Synergy_HSA=1.96.